Dataset: Reaction yield outcomes from USPTO patents with 853,638 reactions. Task: Predict the reaction yield, written as a fraction of the theoretical maximum amount of product (1.0 means a 100% yield; for example, 0.34 means a 34% yield). (1) The reactants are [N:1]1[CH:6]=[CH:5][CH:4]=[CH:3][C:2]=1[CH:7]=[CH:8][C:9]1[C:17]2[C:12](=[CH:13][C:14]([NH:18][C:19]3[CH:27]=[CH:26][CH:25]=[CH:24][C:20]=3[C:21](O)=[O:22])=[CH:15][CH:16]=2)[NH:11][N:10]=1.C([N:30]([CH2:33][CH3:34])CC)C.CN(C(ON1N=N[C:45]2[CH:46]=[CH:47][CH:48]=N[C:44]1=2)=[N+](C)C)C.F[P-](F)(F)(F)(F)F.CN([CH:62]=[O:63])C. No catalyst specified. The product is [CH3:62][O:63][C:48]1[CH:47]=[CH:46][CH:45]=[CH:44][C:34]=1[CH2:33][NH:30][C:21](=[O:22])[C:20]1[CH:24]=[CH:25][CH:26]=[CH:27][C:19]=1[NH:18][C:14]1[CH:13]=[C:12]2[C:17]([C:9](/[CH:8]=[CH:7]/[C:2]3[CH:3]=[CH:4][CH:5]=[CH:6][N:1]=3)=[N:10][NH:11]2)=[CH:16][CH:15]=1. The yield is 0.810. (2) The reactants are Br[C:2]1[CH:8]=[C:7]([C:9]([F:12])([F:11])[F:10])[CH:6]=[CH:5][C:3]=1[NH2:4].[C:13]([O:17][CH3:18])(=[O:16])[CH:14]=[CH2:15].CC1C=CC=CC=1P(C1C=CC=CC=1C)C1C=CC=CC=1C.C(N(CC)CC)C. The catalyst is CC([O-])=O.CC([O-])=O.[Pd+2].C(#N)C. The product is [NH2:4][C:3]1[CH:5]=[CH:6][C:7]([C:9]([F:12])([F:11])[F:10])=[CH:8][C:2]=1/[CH:15]=[CH:14]/[C:13]([O:17][CH3:18])=[O:16]. The yield is 0.365. (3) The reactants are [O-]CC.[Na+].CO[C:7]([C:9]1[S:10][CH:11]=[CH:12][C:13]=1[NH:14][C:15](=[O:19])[CH2:16][C:17]#[N:18])=[O:8]. The catalyst is C(O)C. The product is [OH:8][C:7]1[C:9]2[S:10][CH:11]=[CH:12][C:13]=2[NH:14][C:15](=[O:19])[C:16]=1[C:17]#[N:18]. The yield is 0.840.